This data is from Catalyst prediction with 721,799 reactions and 888 catalyst types from USPTO. The task is: Predict which catalyst facilitates the given reaction. Reactant: [Cl:1][S:2]([OH:5])(=O)=[O:3].[CH2:6]([NH:14][C:15](=[O:17])[CH3:16])[CH2:7][C:8]1[CH:13]=[CH:12][CH:11]=[CH:10][CH:9]=1. Product: [C:15]([NH:14][CH2:6][CH2:7][C:8]1[CH:13]=[CH:12][C:11]([S:2]([Cl:1])(=[O:5])=[O:3])=[CH:10][CH:9]=1)(=[O:17])[CH3:16]. The catalyst class is: 4.